From a dataset of Full USPTO retrosynthesis dataset with 1.9M reactions from patents (1976-2016). Predict the reactants needed to synthesize the given product. (1) Given the product [CH2:12]([O:19][C:21]1[CH:22]=[CH:23][C:24]([N+:29]([O-:31])=[O:30])=[C:25]([CH:28]=1)[NH:26][CH3:27])[C:13]1[CH:18]=[CH:17][CH:16]=[CH:15][CH:14]=1, predict the reactants needed to synthesize it. The reactants are: CC(C)([O-])C.[Na+].CN(C)C=O.[CH2:12]([OH:19])[C:13]1[CH:18]=[CH:17][CH:16]=[CH:15][CH:14]=1.F[C:21]1[CH:22]=[CH:23][C:24]([N+:29]([O-:31])=[O:30])=[C:25]([CH:28]=1)[NH:26][CH3:27]. (2) Given the product [CH3:59][O:58][C:54]1[N:53]=[C:52]([NH:1][C@H:2]2[C:11]3[C:6](=[CH:7][CH:8]=[CH:9][CH:10]=3)[N:5]([C:12](=[O:14])[CH3:13])[C@@H:4]([CH3:15])[C@@H:3]2[CH3:16])[CH:57]=[CH:56][CH:55]=1, predict the reactants needed to synthesize it. The reactants are: [NH2:1][C@H:2]1[C:11]2[C:6](=[CH:7][CH:8]=[CH:9][CH:10]=2)[N:5]([C:12](=[O:14])[CH3:13])[C@@H:4]([CH3:15])[C@@H:3]1[CH3:16].CN(C1C(C2C(P(C3CCCCC3)C3CCCCC3)=CC=CC=2)=CC=CC=1)C.CC(C)([O-])C.[Na+].Br[C:52]1[CH:57]=[CH:56][CH:55]=[C:54]([O:58][CH3:59])[N:53]=1. (3) Given the product [ClH:49].[CH2:1]([C@@H:8]1[CH2:9][NH:10][CH2:11][CH2:12][N:13]1[C:14]([C:16]1[CH:20]=[C:19]([CH3:21])[N:18]([C:22]2[CH:27]=[CH:26][CH:25]=[CH:24][C:23]=2[O:28][CH3:29])[C:17]=1[C:30]1[CH:35]=[CH:34][CH:33]=[CH:32][CH:31]=1)=[O:15])[C:2]1[CH:3]=[CH:4][CH:5]=[CH:6][CH:7]=1, predict the reactants needed to synthesize it. The reactants are: [CH2:1]([C@H:8]1[N:13]([C:14]([C:16]2[CH:20]=[C:19]([CH3:21])[N:18]([C:22]3[CH:27]=[CH:26][CH:25]=[CH:24][C:23]=3[O:28][CH3:29])[C:17]=2[C:30]2[CH:35]=[CH:34][CH:33]=[CH:32][CH:31]=2)=[O:15])[CH2:12][CH2:11][N:10](C(OC(C)(C)C)=O)[CH2:9]1)[C:2]1[CH:7]=[CH:6][CH:5]=[CH:4][CH:3]=1.C(OCC)(=O)C.[ClH:49]. (4) Given the product [CH3:33][O:34][C:35]([C:37]1([NH:40][C:28]([C@H:9]2[C@H:8]([C:4]3[CH:5]=[CH:6][CH:7]=[C:2]([Cl:1])[C:3]=3[F:31])[C@:12]([C:15]3[CH:20]=[CH:19][C:18]([Cl:21])=[CH:17][C:16]=3[F:22])([C:13]#[N:14])[C@H:11]([CH2:23][C:24]([CH3:27])([CH3:26])[CH3:25])[NH:10]2)=[O:29])[CH2:39][CH2:38]1)=[O:36], predict the reactants needed to synthesize it. The reactants are: [Cl:1][C:2]1[C:3]([F:31])=[C:4]([CH:8]2[C:12]([C:15]3[CH:20]=[CH:19][C:18]([Cl:21])=[CH:17][C:16]=3[F:22])([C:13]#[N:14])[CH:11]([CH2:23][C:24]([CH3:27])([CH3:26])[CH3:25])[NH:10][CH:9]2[C:28](O)=[O:29])[CH:5]=[CH:6][CH:7]=1.Cl.[CH3:33][O:34][C:35]([C:37]1([NH2:40])[CH2:39][CH2:38]1)=[O:36].CN(C(ON1N=NC2C=CC=NC1=2)=[N+](C)C)C.F[P-](F)(F)(F)(F)F.CCN(C(C)C)C(C)C. (5) Given the product [O:1]1[C:5]2[C:6]3[CH:7]([CH2:13][CH2:14][NH:15][C:16](=[O:19])[CH2:17][CH3:18])[CH2:8][CH2:9][C:10]=3[CH:11]=[CH:12][C:4]=2[N:3]=[CH:2]1, predict the reactants needed to synthesize it. The reactants are: [O:1]1[C:5]2[C:6]3[C:7](=[CH:13][CH2:14][NH:15][C:16](=[O:19])[CH2:17][CH3:18])[CH2:8][CH2:9][C:10]=3[CH:11]=[CH:12][C:4]=2[N:3]=[CH:2]1. (6) Given the product [CH2:13]([O:20][C:21]1[CH:26]=[CH:25][C:24]([CH:27]([OH:33])[CH2:28][NH:12][C:9]([CH3:10])([CH3:11])[CH2:8][CH2:7][N:5]2[CH:6]=[C:2]([I:1])[N:3]=[CH:4]2)=[CH:23][C:22]=1[NH:34][S:35]([C:38]1[CH:43]=[CH:42][CH:41]=[CH:40][CH:39]=1)(=[O:36])=[O:37])[C:14]1[CH:15]=[CH:16][CH:17]=[CH:18][CH:19]=1, predict the reactants needed to synthesize it. The reactants are: [I:1][C:2]1[N:3]=[CH:4][N:5]([CH2:7][CH2:8][C:9]([NH2:12])([CH3:11])[CH3:10])[CH:6]=1.[CH2:13]([O:20][C:21]1[CH:26]=[CH:25][C:24]([CH:27]([OH:33])[CH:28](OCC)O)=[CH:23][C:22]=1[NH:34][S:35]([C:38]1[CH:43]=[CH:42][CH:41]=[CH:40][CH:39]=1)(=[O:37])=[O:36])[C:14]1[CH:19]=[CH:18][CH:17]=[CH:16][CH:15]=1.[BH4-].[Na+].C(O)(=O)C. (7) Given the product [Cl:8][C:6]1[CH:5]=[CH:4][N:3]2[CH:14]=[C:13]([C:12]3[CH:17]=[CH:18][C:19]([CH3:20])=[C:10]([CH3:9])[CH:11]=3)[N:1]=[C:2]2[CH:7]=1, predict the reactants needed to synthesize it. The reactants are: [NH2:1][C:2]1[CH:7]=[C:6]([Cl:8])[CH:5]=[CH:4][N:3]=1.[CH3:9][C:10]1[CH:11]=[C:12]([CH:17]=[CH:18][C:19]=1[CH3:20])[C:13](=O)[CH2:14]Br.C([O-])(O)=O.[Na+]. (8) The reactants are: [CH3:1][C:2]1[CH:6]=[C:5]([C:7]([OH:9])=O)[N:4]([CH2:10][C:11]([F:14])([F:13])[F:12])[N:3]=1.O1CCCC1.C(Cl)(=O)C(Cl)=O.[NH2:26][C:27]1[CH:28]=[C:29]([CH:46]=[CH:47][C:48]=1[F:49])[O:30][C:31]1[CH:32]=[CH:33][C:34]2[N:35]([N:37]=[C:38]([NH:40][C:41]([CH:43]3[CH2:45][CH2:44]3)=[O:42])[N:39]=2)[CH:36]=1. Given the product [CH:43]1([C:41]([NH:40][C:38]2[N:39]=[C:34]3[CH:33]=[CH:32][C:31]([O:30][C:29]4[CH:46]=[CH:47][C:48]([F:49])=[C:27]([NH:26][C:7]([C:5]5[N:4]([CH2:10][C:11]([F:14])([F:13])[F:12])[N:3]=[C:2]([CH3:1])[CH:6]=5)=[O:9])[CH:28]=4)=[CH:36][N:35]3[N:37]=2)=[O:42])[CH2:44][CH2:45]1, predict the reactants needed to synthesize it. (9) Given the product [CH3:26][O:25][CH2:24][CH2:23][O:22][CH2:21][C:18]1([S:15]([NH2:14])(=[O:17])=[O:16])[CH2:20][CH2:19]1, predict the reactants needed to synthesize it. The reactants are: C(O)(C(F)(F)F)=O.C(OC(=O)[NH:14][S:15]([C:18]1([CH2:21][O:22][CH2:23][CH2:24][O:25][CH3:26])[CH2:20][CH2:19]1)(=[O:17])=[O:16])(C)(C)C.